From a dataset of Forward reaction prediction with 1.9M reactions from USPTO patents (1976-2016). Predict the product of the given reaction. (1) Given the reactants [CH:1]1([N:5]2[CH2:11][CH2:10][C:9]3[CH:12]=[CH:13][C:14]([O:16][C:17]4[CH:22]=[CH:21][C:20](I)=[CH:19][CH:18]=4)=[CH:15][C:8]=3[CH2:7][CH2:6]2)[CH2:4][CH2:3][CH2:2]1.[NH:24]1[CH2:28][CH2:27][CH2:26][C:25]1=[O:29].C(=O)([O-])[O-].[K+].[K+].CNCCNC, predict the reaction product. The product is: [CH:1]1([N:5]2[CH2:11][CH2:10][C:9]3[CH:12]=[CH:13][C:14]([O:16][C:17]4[CH:22]=[CH:21][C:20]([N:24]5[CH2:28][CH2:27][CH2:26][C:25]5=[O:29])=[CH:19][CH:18]=4)=[CH:15][C:8]=3[CH2:7][CH2:6]2)[CH2:4][CH2:3][CH2:2]1. (2) Given the reactants C[O:2][C:3]([C:5]1[N:6]=[N:7][N:8]([C:10]2[CH:15]=[CH:14][CH:13]=[CH:12][C:11]=2[O:16][C:17]2[CH:22]=[CH:21][C:20]([CH3:23])=[CH:19][C:18]=2[OH:24])[CH:9]=1)=[O:4].[OH-].[Li+].Cl, predict the reaction product. The product is: [OH:24][C:18]1[CH:19]=[C:20]([CH3:23])[CH:21]=[CH:22][C:17]=1[O:16][C:11]1[CH:12]=[CH:13][CH:14]=[CH:15][C:10]=1[N:8]1[CH:9]=[C:5]([C:3]([OH:4])=[O:2])[N:6]=[N:7]1. (3) Given the reactants [CH3:1][C@@:2]12[C@@H:18]([OH:19])[CH2:17][CH2:16][C@H:15]1[C@H:14]1[C@@H:5]([C:6]3[CH:7]=[CH:8][C:9]([OH:20])=[CH:10][C:11]=3[CH2:12][CH2:13]1)[CH2:4][CH2:3]2.[S:21]([C:25]1[CH:30]=[CH:29][C:28]([N:31]2[CH2:35][CH2:34][CH2:33][C@H:32]2[C:36](O)=[O:37])=[CH:27][CH:26]=1)(=[O:24])(=[O:23])[NH2:22], predict the reaction product. The product is: [S:21]([C:25]1[CH:30]=[CH:29][C:28]([N:31]2[CH2:35][CH2:34][CH2:33][CH:32]2[C:36]([O:19][C@@H:18]2[C@:2]3([CH3:1])[CH:15]([CH:14]4[CH:5]([CH2:4][CH2:3]3)[C:6]3[CH:7]=[CH:8][C:9]([OH:20])=[CH:10][C:11]=3[CH2:12][CH2:13]4)[CH2:16][CH2:17]2)=[O:37])=[CH:27][CH:26]=1)(=[O:24])(=[O:23])[NH2:22].